From a dataset of NCI-60 drug combinations with 297,098 pairs across 59 cell lines. Regression. Given two drug SMILES strings and cell line genomic features, predict the synergy score measuring deviation from expected non-interaction effect. (1) Drug 1: CN1C(=O)N2C=NC(=C2N=N1)C(=O)N. Synergy scores: CSS=42.3, Synergy_ZIP=-2.52, Synergy_Bliss=-3.87, Synergy_Loewe=-8.30, Synergy_HSA=-1.23. Drug 2: CC1C(C(CC(O1)OC2CC(CC3=C2C(=C4C(=C3O)C(=O)C5=CC=CC=C5C4=O)O)(C(=O)C)O)N)O. Cell line: NCI-H460. (2) Drug 1: CC1CCCC2(C(O2)CC(NC(=O)CC(C(C(=O)C(C1O)C)(C)C)O)C(=CC3=CSC(=N3)C)C)C. Drug 2: COCCOC1=C(C=C2C(=C1)C(=NC=N2)NC3=CC=CC(=C3)C#C)OCCOC.Cl. Cell line: NCI-H460. Synergy scores: CSS=53.7, Synergy_ZIP=31.1, Synergy_Bliss=34.2, Synergy_Loewe=-24.2, Synergy_HSA=19.3.